From a dataset of Full USPTO retrosynthesis dataset with 1.9M reactions from patents (1976-2016). Predict the reactants needed to synthesize the given product. (1) Given the product [CH2:15]([O:9][C:5]1[C:4]([N+:10]([O-:12])=[O:11])=[CH:3][C:2]([Br:1])=[CH:7][C:6]=1[F:8])[CH:14]=[CH2:13], predict the reactants needed to synthesize it. The reactants are: [Br:1][C:2]1[CH:7]=[C:6]([F:8])[C:5]([OH:9])=[C:4]([N+:10]([O-:12])=[O:11])[CH:3]=1.[CH2:13](Br)[CH:14]=[CH2:15].C([O-])([O-])=O.[K+].[K+]. (2) Given the product [N:1]1([C:2]2[CH:3]=[CH:4][C:5]([CH2:8][C:9]([O:11][CH2:12][CH3:13])=[O:10])=[N:6][CH:7]=2)[CH:14]=[N:26][N:25]=[N:24]1, predict the reactants needed to synthesize it. The reactants are: [NH2:1][C:2]1[CH:3]=[CH:4][C:5]([CH2:8][C:9]([O:11][CH2:12][CH3:13])=[O:10])=[N:6][CH:7]=1.[CH:14](OCC)(OCC)OCC.[N-:24]=[N+:25]=[N-:26].[Na+].